Dataset: Full USPTO retrosynthesis dataset with 1.9M reactions from patents (1976-2016). Task: Predict the reactants needed to synthesize the given product. (1) The reactants are: CO[C:3]([C:5]1[N:6]([CH3:20])[C:7]([C:10]2[S:18][C:17]3[C:12](=[N:13][CH:14]=[CH:15][C:16]=3[Cl:19])[CH:11]=2)=[CH:8][N:9]=1)=[O:4].[CH2:21]1[C:30]2[C:25](=[CH:26][CH:27]=[CH:28][CH:29]=2)[CH2:24][CH2:23][NH:22]1. Given the product [Cl:19][C:16]1[CH:15]=[CH:14][N:13]=[C:12]2[CH:11]=[C:10]([C:7]3[N:6]([CH3:20])[C:5]([C:3]([N:22]4[CH2:23][CH2:24][C:25]5[C:30](=[CH:29][CH:28]=[CH:27][CH:26]=5)[CH2:21]4)=[O:4])=[N:9][CH:8]=3)[S:18][C:17]=12, predict the reactants needed to synthesize it. (2) Given the product [C:19]([O:18][C:16]([N:13]1[CH2:14][CH2:15][NH:10][CH:11]([CH2:23][OH:24])[CH2:12]1)=[O:17])([CH3:22])([CH3:21])[CH3:20], predict the reactants needed to synthesize it. The reactants are: [OH-].[Na+].C(OC([N:10]1[CH2:15][CH2:14][N:13]([C:16]([O:18][C:19]([CH3:22])([CH3:21])[CH3:20])=[O:17])[CH2:12][CH:11]1[CH2:23][OH:24])=O)(C)(C)C. (3) The reactants are: [CH3:1][S:2]([N:5]1[CH2:15][CH:14]2[CH2:16][CH:7]([C:8]3[C:13]2=[CH:12][C:11]([N+:17]([O-])=O)=[CH:10][CH:9]=3)[CH2:6]1)(=[O:4])=[O:3].[H][H]. Given the product [CH3:1][S:2]([N:5]1[CH2:15][CH:14]2[CH2:16][CH:7]([C:8]3[C:13]2=[CH:12][C:11]([NH2:17])=[CH:10][CH:9]=3)[CH2:6]1)(=[O:4])=[O:3], predict the reactants needed to synthesize it. (4) Given the product [Cl:1][C:2]([F:37])([F:38])[C:3]1[N:7]2[C:8]3[CH:32]=[CH:31][C:30]([C:33]([F:36])([F:35])[F:34])=[CH:29][C:9]=3[C@H:10]([C:19]3[CH:24]=[CH:23][CH:22]=[C:21]([O:25][CH3:26])[C:20]=3[O:27][CH3:28])[O:11][C@@H:12]([CH2:13][C:14]([OH:16])=[O:15])[C:6]2=[N:5][N:4]=1, predict the reactants needed to synthesize it. The reactants are: [Cl:1][C:2]([F:38])([F:37])[C:3]1[N:7]2[C:8]3[CH:32]=[CH:31][C:30]([C:33]([F:36])([F:35])[F:34])=[CH:29][C:9]=3[C@H:10]([C:19]3[CH:24]=[CH:23][CH:22]=[C:21]([O:25][CH3:26])[C:20]=3[O:27][CH3:28])[O:11][C@@H:12]([CH2:13][C:14]([O:16]CC)=[O:15])[C:6]2=[N:5][N:4]=1.Cl. (5) Given the product [CH3:24][O:23][C:21]1[CH:20]=[CH:19][C:15]2[N:16]=[C:17]([CH3:18])[C:12]3[N:13]([C:9]([C:4]#[C:3][C:2]4[CH:7]=[CH:6][CH:5]=[CH:36][C:35]=4[O:34][CH3:33])=[N:10][C:11]=3[CH3:25])[C:14]=2[N:22]=1, predict the reactants needed to synthesize it. The reactants are: Cl[C:2]1[CH:3]=[C:4]([C:9]2[N:13]3[C:14]4[N:22]=[C:21]([O:23][CH3:24])[CH:20]=[CH:19][C:15]=4[N:16]=[C:17]([CH3:18])[C:12]3=[C:11]([CH3:25])[N:10]=2)[CH:5]=[C:6](Cl)[CH:7]=1.CCN(CC)CC.[CH3:33][O:34][C:35]1C=CC=C[C:36]=1C#C. (6) Given the product [F:29][C:26]1[CH:25]=[CH:24][C:23]([CH:16]([C:17]2[N:21]([CH3:22])[CH:20]=[N:19][CH:18]=2)[O:3][N:4]2[C:5](=[O:14])[C:6]3[C:7](=[CH:10][CH:11]=[CH:12][CH:13]=3)[C:8]2=[O:9])=[CH:28][CH:27]=1, predict the reactants needed to synthesize it. The reactants are: [H-].[Na+].[OH:3][N:4]1[C:8](=[O:9])[C:7]2=[CH:10][CH:11]=[CH:12][CH:13]=[C:6]2[C:5]1=[O:14].Cl[CH:16]([C:23]1[CH:28]=[CH:27][C:26]([F:29])=[CH:25][CH:24]=1)[C:17]1[N:21]([CH3:22])[CH:20]=[N:19][CH:18]=1. (7) Given the product [Cl:32][C:29]1[CH:30]=[CH:31][C:26]([O:25][C:22]2[CH:23]=[CH:24][C:19]([CH2:18][CH2:17][S:14][C:11]3[NH:12][CH:13]=[C:8]([CH2:7][C:5]4[CH:4]=[N:3][N:2]([CH3:1])[CH:6]=4)[C:9](=[O:15])[N:10]=3)=[CH:20][CH:21]=2)=[CH:27][C:28]=1[C:33]([F:34])([F:35])[F:36], predict the reactants needed to synthesize it. The reactants are: [CH3:1][N:2]1[CH:6]=[C:5]([CH2:7][C:8]2[C:9](=[O:15])[NH:10][C:11](=[S:14])[NH:12][CH:13]=2)[CH:4]=[N:3]1.I[CH2:17][CH2:18][C:19]1[CH:24]=[CH:23][C:22]([O:25][C:26]2[CH:31]=[CH:30][C:29]([Cl:32])=[C:28]([C:33]([F:36])([F:35])[F:34])[CH:27]=2)=[CH:21][CH:20]=1.CCN(C(C)C)C(C)C.